This data is from Full USPTO retrosynthesis dataset with 1.9M reactions from patents (1976-2016). The task is: Predict the reactants needed to synthesize the given product. (1) Given the product [F:1][C:2]1[CH:19]=[CH:18][C:5]([O:6][CH2:7][CH2:8][NH:9][C:10]2[N:11]=[CH:12][C:13](/[CH:14]=[CH:21]/[C:22]([OH:24])=[O:23])=[CH:16][CH:17]=2)=[CH:4][CH:3]=1, predict the reactants needed to synthesize it. The reactants are: [F:1][C:2]1[CH:19]=[CH:18][C:5]([O:6][CH2:7][CH2:8][NH:9][C:10]2[CH:17]=[CH:16][C:13]([CH:14]=O)=[CH:12][N:11]=2)=[CH:4][CH:3]=1.C(O)(=O)[CH2:21][C:22]([OH:24])=[O:23].N1CCCCC1. (2) The reactants are: [CH:1]1([CH2:6][N:7]([CH2:29][CH3:30])[C:8]2[C:9]([CH2:16][NH:17][C:18]3[N:23]=[CH:22][C:21]([O:24][CH2:25][CH2:26][S:27][CH3:28])=[CH:20][N:19]=3)=[N:10][C:11]([O:14][CH3:15])=[CH:12][CH:13]=2)[CH2:5][CH2:4][CH2:3][CH2:2]1.[H-].[Na+].Br[CH:34]([C:36]1[CH:41]=[C:40]([C:42]([F:45])([F:44])[F:43])[CH:39]=[C:38]([C:46]([F:49])([F:48])[F:47])[CH:37]=1)[CH3:35].O. Given the product [F:43][C:42]([F:44])([F:45])[C:40]1[CH:41]=[C:36]([CH:34]([N:17]([CH2:16][C:9]2[C:8]([N:7]([CH2:6][CH:1]3[CH2:5][CH2:4][CH2:3][CH2:2]3)[CH2:29][CH3:30])=[CH:13][CH:12]=[C:11]([O:14][CH3:15])[N:10]=2)[C:18]2[N:23]=[CH:22][C:21]([O:24][CH2:25][CH2:26][S:27][CH3:28])=[CH:20][N:19]=2)[CH3:35])[CH:37]=[C:38]([C:46]([F:47])([F:48])[F:49])[CH:39]=1, predict the reactants needed to synthesize it. (3) The reactants are: [CH3:1][O:2][C:3]([NH:5][C@H:6]([C:11]([OH:13])=O)[C:7]([CH3:10])([CH3:9])[CH3:8])=[O:4].CN1CCOCC1.ClC(OCC(C)C)=O.[N:29]1[CH:34]=[CH:33][CH:32]=[CH:31][C:30]=1[C:35]1[CH:40]=[CH:39][C:38]([CH:41]=[N:42][NH2:43])=[CH:37][CH:36]=1. Given the product [CH3:1][O:2][C:3]([NH:5][C@H:6]([C:11]([NH:43][N:42]=[CH:41][C:38]1[CH:37]=[CH:36][C:35]([C:30]2[CH:31]=[CH:32][CH:33]=[CH:34][N:29]=2)=[CH:40][CH:39]=1)=[O:13])[C:7]([CH3:10])([CH3:9])[CH3:8])=[O:4], predict the reactants needed to synthesize it. (4) The reactants are: [Cl:1][C:2]1[C:10]([CH2:11][CH2:12][C:13]2[CH:14]=[N:15][C:16]([NH:19][C:20]3[CH:21]=[N:22][N:23]([CH3:25])[CH:24]=3)=[N:17][CH:18]=2)=[CH:9][C:5]([C:6]([OH:8])=[O:7])=[CH:4][C:3]=1[O:26][CH3:27].Cl.O(N)[CH3:30].CCN(C(C)C)C(C)C.CN(C(ON1N=NC2C=CC=NC1=2)=[N+](C)C)C.F[P-](F)(F)(F)(F)F. Given the product [Cl:1][C:2]1[C:10](/[CH:11]=[CH:12]/[C:13]2[CH:18]=[N:17][C:16]([NH:19][C:20]3[CH:21]=[N:22][N:23]([CH3:25])[CH:24]=3)=[N:15][CH:14]=2)=[CH:9][C:5]([C:6]([O:8][CH3:30])=[O:7])=[CH:4][C:3]=1[O:26][CH3:27], predict the reactants needed to synthesize it. (5) Given the product [OH:30][C:8]1[CH:7]=[C:6]([OH:34])[C:5]([CH:2]([CH3:4])[CH3:3])=[CH:10][C:9]=1[C:11]1[N:12]([C:17]2[CH:18]=[CH:19][C:20]([CH2:23][N:24]3[CH2:25][CH2:26][O:27][CH2:28][CH2:29]3)=[CH:21][CH:22]=2)[C:13](=[O:16])[NH:14][N:15]=1, predict the reactants needed to synthesize it. The reactants are: Cl.[CH:2]([C:5]1[C:6]([O:34]COC)=[CH:7][C:8]([O:30]COC)=[C:9]([C:11]2[N:12]([C:17]3[CH:22]=[CH:21][C:20]([CH2:23][N:24]4[CH2:29][CH2:28][O:27][CH2:26][CH2:25]4)=[CH:19][CH:18]=3)[C:13](=[O:16])[NH:14][N:15]=2)[CH:10]=1)([CH3:4])[CH3:3].C(=O)([O-])O.[Na+].